Dataset: Full USPTO retrosynthesis dataset with 1.9M reactions from patents (1976-2016). Task: Predict the reactants needed to synthesize the given product. (1) Given the product [C:15]([O:13][C:9]1[CH:8]=[C:4]([CH:3]=[C:2]([F:1])[C:10]=1[O:11][CH3:12])[C:5]([OH:7])=[O:6])(=[O:17])[CH3:16], predict the reactants needed to synthesize it. The reactants are: [F:1][C:2]1[CH:3]=[C:4]([CH:8]=[C:9]([OH:13])[C:10]=1[O:11][CH3:12])[C:5]([OH:7])=[O:6].O.[C:15](OC(=O)C)(=[O:17])[CH3:16]. (2) Given the product [F:1][C:2]1[CH:3]=[CH:4][C:5]2[O:9][C:8]([C:10]3[C:19]([N:20]4[C:29]5[C:24](=[CH:25][C:26]([O:30][CH3:31])=[CH:27][CH:28]=5)[CH2:23][CH2:22][CH2:21]4)=[N:18][C:17]4[C:12](=[CH:13][CH:14]=[C:15]([C:32]([OH:34])=[O:33])[CH:16]=4)[N:11]=3)=[CH:7][C:6]=2[CH:36]=1, predict the reactants needed to synthesize it. The reactants are: [F:1][C:2]1[CH:3]=[CH:4][C:5]2[O:9][C:8]([C:10]3[C:19]([N:20]4[C:29]5[C:24](=[CH:25][C:26]([O:30][CH3:31])=[CH:27][CH:28]=5)[CH2:23][CH2:22][CH2:21]4)=[N:18][C:17]4[C:12](=[CH:13][CH:14]=[C:15]([C:32]([O:34]C)=[O:33])[CH:16]=4)[N:11]=3)=[CH:7][C:6]=2[CH:36]=1.[OH-].[Na+]. (3) Given the product [Br:21][CH2:22][CH2:23][CH2:24][CH2:25][N:8]1[CH2:7][C:6]2[CH:20]=[C:2]([F:1])[CH:3]=[CH:4][C:5]=2[N:10]([C:11]2[CH:16]=[CH:15][CH:14]=[CH:13][C:12]=2[F:17])[S:9]1(=[O:19])=[O:18], predict the reactants needed to synthesize it. The reactants are: [F:1][C:2]1[CH:3]=[CH:4][C:5]2[N:10]([C:11]3[CH:16]=[CH:15][CH:14]=[CH:13][C:12]=3[F:17])[S:9](=[O:19])(=[O:18])[NH:8][CH2:7][C:6]=2[CH:20]=1.[Br:21][CH2:22][CH2:23][CH2:24][CH2:25]O. (4) Given the product [CH2:1]([O:3][C:4]([C:6]1[CH:7]=[N:8][C:9]2[C:14]([C:15]=1[NH:25][CH2:24][C:23]1[CH:26]=[CH:27][CH:28]=[CH:29][C:22]=1[O:21][CH3:20])=[CH:13][CH:12]=[CH:11][C:10]=2[NH2:17])=[O:5])[CH3:2], predict the reactants needed to synthesize it. The reactants are: [CH2:1]([O:3][C:4]([C:6]1[CH:7]=[N:8][C:9]2[C:14]([C:15]=1Cl)=[CH:13][CH:12]=[CH:11][C:10]=2[N+:17]([O-])=O)=[O:5])[CH3:2].[CH3:20][O:21][C:22]1[CH:29]=[CH:28][CH:27]=[CH:26][C:23]=1[CH2:24][NH2:25]. (5) Given the product [F:1][C:2]1[CH:7]=[CH:6][C:5]([CH:8]2[C:13]3[S:14](=[O:18])(=[O:17])[CH2:15][CH2:16][C:12]=3[NH:11][C:10]3[CH2:26][O:27][CH2:28][C:29](=[O:30])[C:9]2=3)=[CH:4][C:3]=1[I:43], predict the reactants needed to synthesize it. The reactants are: [F:1][C:2]1[CH:7]=[CH:6][C:5]([CH:8]2[C:13]3[S:14](=[O:18])(=[O:17])[CH2:15][CH2:16][C:12]=3[N:11](C(OC(C)(C)C)=O)[C:10]3[CH2:26][O:27][CH2:28][C:29](=[O:30])[C:9]2=3)=[CH:4][C:3]=1[Sn](C)(C)C.ClN1C(=O)CCC1=O.[I-:43].[Na+].O.O.O.O.O.S([O-])([O-])(=O)=S.[Na+].[Na+]. (6) Given the product [C:1]([C:3]1[C:8]2[S:9][CH:10]=[CH:11][C:7]=2[C:6]([NH:12][C@H:13]([C@H:17]([OH:19])[CH3:18])[C:14]([NH:28][NH:27][C:25](=[O:26])[C:24]2[CH:23]=[CH:22][C:21]([F:20])=[CH:30][CH:29]=2)=[O:16])=[CH:5][CH:4]=1)#[N:2], predict the reactants needed to synthesize it. The reactants are: [C:1]([C:3]1[C:8]2[S:9][CH:10]=[CH:11][C:7]=2[C:6]([NH:12][C@H:13]([C@H:17]([OH:19])[CH3:18])[C:14]([OH:16])=O)=[CH:5][CH:4]=1)#[N:2].[F:20][C:21]1[CH:30]=[CH:29][C:24]([C:25]([NH:27][NH2:28])=[O:26])=[CH:23][CH:22]=1.C1C=CC2N(O)N=NC=2C=1.C(Cl)CCl.CCN(CC)CC.